Dataset: Reaction yield outcomes from USPTO patents with 853,638 reactions. Task: Predict the reaction yield, written as a fraction of the theoretical maximum amount of product (1.0 means a 100% yield; for example, 0.34 means a 34% yield). (1) The reactants are [CH3:1][N:2]1[CH2:7][CH2:6][N:5]([C:8]2[N:13]=[CH:12][C:11]([C:14]3[CH:23]=[C:22]([C:24](O)=[O:25])[C:21]4[C:16](=[CH:17][CH:18]=[CH:19][CH:20]=4)[N:15]=3)=[CH:10][CH:9]=2)[CH2:4][CH2:3]1.[NH2:27][CH2:28][C@H:29]1[CH2:34][CH2:33][C@H:32]([CH2:35][NH:36][C:37](=[O:43])[O:38][C:39]([CH3:42])([CH3:41])[CH3:40])[CH2:31][CH2:30]1.CN(C(ON1N=NC2C=CC=CC1=2)=[N+](C)C)C.[B-](F)(F)(F)F. The catalyst is C(Cl)Cl.CS(C)=O. The product is [CH3:1][N:2]1[CH2:7][CH2:6][N:5]([C:8]2[N:13]=[CH:12][C:11]([C:14]3[CH:23]=[C:22]([C:24]([NH:27][CH2:28][C@H:29]4[CH2:30][CH2:31][C@H:32]([CH2:35][NH:36][C:37](=[O:43])[O:38][C:39]([CH3:40])([CH3:42])[CH3:41])[CH2:33][CH2:34]4)=[O:25])[C:21]4[C:16](=[CH:17][CH:18]=[CH:19][CH:20]=4)[N:15]=3)=[CH:10][CH:9]=2)[CH2:4][CH2:3]1. The yield is 0.570. (2) The reactants are C([O:8][CH2:9][C:10]1([C:16]([O:18]CC2C=CC=CC=2)=[O:17])[CH:15]=[CH:14][CH2:13][O:12][CH2:11]1)C1C=CC=CC=1.N#N. The catalyst is CO.[Pd]. The product is [OH:8][CH2:9][C:10]1([C:16]([OH:18])=[O:17])[CH2:15][CH2:14][CH2:13][O:12][CH2:11]1. The yield is 0.740. (3) The reactants are [Cl:1][C:2]1[C:3]([CH:14]=[O:15])=[CH:4][NH:5][C:6]=1[C:7]1[C:8]([F:13])=[N:9][CH:10]=[CH:11][CH:12]=1.[H-].[Na+].C1OCCOCCOCCOCCOC1.[N:33]1[CH:38]=[CH:37][CH:36]=[C:35]([S:39](Cl)(=[O:41])=[O:40])[CH:34]=1. The catalyst is O1CCCC1.[Cl-].[Na+].O. The product is [Cl:1][C:2]1[C:3]([CH:14]=[O:15])=[CH:4][N:5]([S:39]([C:35]2[CH:34]=[N:33][CH:38]=[CH:37][CH:36]=2)(=[O:41])=[O:40])[C:6]=1[C:7]1[C:8]([F:13])=[N:9][CH:10]=[CH:11][CH:12]=1. The yield is 0.810. (4) The product is [CH3:28][C:24]1([CH3:27])[CH2:23][O:22][B:21]([C:2]2[CH:3]=[CH:4][C:5]([CH2:8][CH2:12][CH2:13][C:30]([OH:33])=[O:32])=[CH:6][CH:7]=2)[O:26][CH2:25]1. The catalyst is C1C=CC([PH+]([C]2[CH][CH][CH][CH]2)C2C=CC=CC=2)=CC=1.C1C=CC([PH+]([C]2[CH][CH][CH][CH]2)C2C=CC=CC=2)=CC=1.C(Cl)Cl.Cl[Pd]Cl.[Fe].CS(C)=O. The yield is 0.760. The reactants are Br[C:2]1[CH:7]=[CH:6][C:5]([CH:8]([CH2:12][CH3:13])C(O)=O)=[CH:4][CH:3]=1.[CH3:27][C:24]1([CH3:28])[CH2:25][O:26][B:21]([B:21]2[O:26][CH2:25][C:24]([CH3:28])([CH3:27])[CH2:23][O:22]2)[O:22][CH2:23]1.[C:30]([O-:33])(=[O:32])C.[K+].Cl. (5) The reactants are C([O:4][C@H:5]1[CH2:10][CH2:9][C@H:8]([C:11]2[N:15]3[CH:16]=[CH:17][N:18]=[C:19]([NH2:20])[C:14]3=[C:13]([Br:21])[N:12]=2)[CH2:7][CH2:6]1)(=O)C.[OH-].[Na+]. The catalyst is C(O)C. The product is [NH2:20][C:19]1[C:14]2[N:15]([C:11]([C@H:8]3[CH2:9][CH2:10][C@H:5]([OH:4])[CH2:6][CH2:7]3)=[N:12][C:13]=2[Br:21])[CH:16]=[CH:17][N:18]=1. The yield is 0.538. (6) The reactants are [NH2:1][C:2]1[CH:7]=[CH:6][N:5]=[CH:4][CH:3]=1.[OH-].[Na+].[N+:10]([C:13]1[CH:14]=[C:15]([CH:19]=[CH:20][CH:21]=1)[C:16](Cl)=[O:17])([O-:12])=[O:11]. The catalyst is ClCCl. The product is [N+:10]([C:13]1[CH:14]=[C:15]([CH:19]=[CH:20][CH:21]=1)[C:16]([NH:1][C:2]1[CH:7]=[CH:6][N:5]=[CH:4][CH:3]=1)=[O:17])([O-:12])=[O:11]. The yield is 0.260. (7) The reactants are O1CCCCC1[O:7][CH2:8][CH2:9][O:10][C:11]1[CH:16]=[CH:15][C:14]([N:17]2[C:21]3[CH:22]=[CH:23][C:24]([C:26]4[CH:34]=[CH:33][C:29]([C:30]([NH2:32])=[O:31])=[CH:28][CH:27]=4)=[CH:25][C:20]=3[N:19]=[CH:18]2)=[CH:13][CH:12]=1.[ClH:35]. The catalyst is C(O)C. The product is [ClH:35].[ClH:35].[OH:7][CH2:8][CH2:9][O:10][C:11]1[CH:12]=[CH:13][C:14]([N:17]2[C:21]3[CH:22]=[CH:23][C:24]([C:26]4[CH:27]=[CH:28][C:29]([C:30]([NH2:32])=[O:31])=[CH:33][CH:34]=4)=[CH:25][C:20]=3[N:19]=[CH:18]2)=[CH:15][CH:16]=1. The yield is 0.660.